This data is from Full USPTO retrosynthesis dataset with 1.9M reactions from patents (1976-2016). The task is: Predict the reactants needed to synthesize the given product. (1) Given the product [CH3:23][N:24]1[CH2:28][CH2:27][N:26]=[C:25]1[C:29]1[CH:34]=[CH:33][C:32]([NH:35][C:10](=[O:12])[CH:2]([CH2:3][C:4]2[CH:5]=[CH:6][CH:7]=[CH:8][CH:9]=2)[NH:1][C:21]([NH:20][C:17]2[CH:18]=[CH:19][C:14]([Cl:13])=[CH:15][CH:16]=2)=[O:22])=[CH:31][CH:30]=1, predict the reactants needed to synthesize it. The reactants are: [NH2:1][CH:2]([C:10]([OH:12])=O)[CH2:3][C:4]1[CH:9]=[CH:8][CH:7]=[CH:6][CH:5]=1.[Cl:13][C:14]1[CH:19]=[CH:18][C:17]([N:20]=[C:21]=[O:22])=[CH:16][CH:15]=1.[CH3:23][N:24]1[CH2:28][CH2:27][N:26]=[C:25]1[C:29]1[CH:34]=[CH:33][C:32]([NH2:35])=[CH:31][CH:30]=1.C(Cl)CCl. (2) Given the product [C:15]([O:14][C:12](=[O:13])[CH2:11][O:9][C:7]1[CH:6]=[CH:5][CH:4]=[C:3]([CH2:2][OH:1])[N:8]=1)([CH3:18])([CH3:17])[CH3:16], predict the reactants needed to synthesize it. The reactants are: [OH:1][CH2:2][C:3]1[NH:8][C:7](=[O:9])[CH:6]=[CH:5][CH:4]=1.Br[CH2:11][C:12]([O:14][C:15]([CH3:18])([CH3:17])[CH3:16])=[O:13]. (3) The reactants are: [NH2:1][C@H:2]1[C:7]([F:9])([F:8])[CH2:6][CH2:5][CH2:4][C@H:3]1[NH:10][C:11]1[N:12]=[C:13]([NH:19][C:20]2[S:24][N:23]=[C:22]([CH3:25])[CH:21]=2)[C:14]([C:17]#[N:18])=[N:15][CH:16]=1.[OH-].[Na+].OO.CC(O)=[O:32]. Given the product [NH2:1][C@H:2]1[C:7]([F:9])([F:8])[CH2:6][CH2:5][CH2:4][C@H:3]1[NH:10][C:11]1[N:12]=[C:13]([NH:19][C:20]2[S:24][N:23]=[C:22]([CH3:25])[CH:21]=2)[C:14]([C:17]([NH2:18])=[O:32])=[N:15][CH:16]=1, predict the reactants needed to synthesize it. (4) Given the product [CH2:1]([N:8]1[C:18]2([CH2:19][CH2:20][N:21]([C:24]([O:26][C:27]([CH3:30])([CH3:29])[CH3:28])=[O:25])[CH:22]=[CH:23]2)[C:15]2[C:10](=[CH:11][CH:12]=[CH:13][CH:14]=2)[C:9]1=[O:17])[C:2]1[CH:7]=[CH:6][CH:5]=[CH:4][CH:3]=1, predict the reactants needed to synthesize it. The reactants are: [CH2:1]([N:8]([C:18]1[CH2:19][CH2:20][N:21]([C:24]([O:26][C:27]([CH3:30])([CH3:29])[CH3:28])=[O:25])[CH2:22][CH:23]=1)[C:9](=[O:17])[C:10]1[CH:15]=[CH:14][CH:13]=[CH:12][C:11]=1I)[C:2]1[CH:7]=[CH:6][CH:5]=[CH:4][CH:3]=1.C1(P(C2C=CC=CC=2)C2C=CC=CC=2)C=CC=CC=1.C([O-])([O-])=O.[K+].[K+].O. (5) Given the product [Cl:13][C:14]1[CH:15]=[CH:16][C:17]([C:20]2[N:21]([CH3:26])[C:22]([C:3](=[O:6])[CH2:4][CH3:5])=[CH:23][C:24]=2[CH3:25])=[CH:18][CH:19]=1, predict the reactants needed to synthesize it. The reactants are: CN(C)[C:3](=[O:6])[CH2:4][CH3:5].O=P(Cl)(Cl)Cl.[Cl:13][C:14]1[CH:19]=[CH:18][C:17]([C:20]2[N:21]([CH3:26])[CH:22]=[CH:23][C:24]=2[CH3:25])=[CH:16][CH:15]=1.O.O.O.C([O-])(=O)C.[Na+]. (6) Given the product [CH3:20][C:21]1[S:22][C:23]([C:29]2[CH:30]=[C:31]([CH3:35])[CH:32]=[CH:33][CH:34]=2)=[C:24]([C:26]([N:3]2[CH2:4][C@H:5]3[C@H:1]([CH2:6]3)[C@H:2]2[CH2:7][NH:8][C:9]([C:11]2[CH:12]=[CH:13][CH:14]=[C:15]3[O:19][CH:18]=[CH:17][C:16]=23)=[O:10])=[O:27])[N:25]=1, predict the reactants needed to synthesize it. The reactants are: [C@H:1]12[CH2:6][C@H:5]1[CH2:4][NH:3][C@@H:2]2[CH2:7][NH:8][C:9]([C:11]1[CH:12]=[CH:13][CH:14]=[C:15]2[O:19][CH:18]=[CH:17][C:16]=12)=[O:10].[CH3:20][C:21]1[S:22][C:23]([C:29]2[CH:30]=[C:31]([CH3:35])[CH:32]=[CH:33][CH:34]=2)=[C:24]([C:26](O)=[O:27])[N:25]=1. (7) The reactants are: [Br:1][C:2]1[CH:3]=[N:4][C:5]2[N:6]([N:8]=[C:9]([C:11]([OH:13])=O)[CH:10]=2)[CH:7]=1.[CH3:14][CH:15]1[C:24]2[C:19](=[CH:20][C:21]([C:25]([N:27]3[CH2:32][CH2:31][O:30][CH2:29][CH2:28]3)=[O:26])=[CH:22][CH:23]=2)[CH2:18][CH2:17][NH:16]1. Given the product [Br:1][C:2]1[CH:3]=[N:4][C:5]2[N:6]([N:8]=[C:9]([C:11]([N:16]3[CH2:17][CH2:18][C:19]4[C:24](=[CH:23][CH:22]=[C:21]([C:25]([N:27]5[CH2:32][CH2:31][O:30][CH2:29][CH2:28]5)=[O:26])[CH:20]=4)[CH:15]3[CH3:14])=[O:13])[CH:10]=2)[CH:7]=1, predict the reactants needed to synthesize it. (8) Given the product [Cl:1][C:2]1[CH:3]=[C:4]2[C:10]3([CH2:14][CH2:13][N:12]([C:15](=[O:16])[C@@H:17]([OH:18])[CH2:21][OH:20])[CH2:11]3)[CH2:9][N:8]([C:24]([NH:26][C:27]3[S:28][C:29]([Cl:32])=[CH:30][N:31]=3)=[O:25])[C:5]2=[CH:6][CH:7]=1, predict the reactants needed to synthesize it. The reactants are: [Cl:1][C:2]1[CH:3]=[C:4]2[C:10]3([CH2:14][CH2:13][N:12]([C:15]([C@@H:17]4[CH2:21][O:20]C(C)(C)[O:18]4)=[O:16])[CH2:11]3)[CH2:9][N:8]([C:24]([NH:26][C:27]3[S:28][C:29]([Cl:32])=[CH:30][N:31]=3)=[O:25])[C:5]2=[CH:6][CH:7]=1.CO.Cl. (9) Given the product [CH2:24]([O:23][C:21](=[O:22])[N:5]([C:1]([CH3:4])([CH3:2])[CH3:3])[CH2:6][C:7]1[CH:12]=[CH:11][CH:10]=[C:9]([C:13]2[CH:18]=[CH:17][N:16]=[C:15]([Cl:19])[N:14]=2)[CH:8]=1)[CH:25]=[CH2:26], predict the reactants needed to synthesize it. The reactants are: [C:1]([NH:5][CH2:6][C:7]1[CH:12]=[CH:11][CH:10]=[C:9]([C:13]2[CH:18]=[CH:17][N:16]=[C:15]([Cl:19])[N:14]=2)[CH:8]=1)([CH3:4])([CH3:3])[CH3:2].Cl[C:21]([O:23][CH2:24][CH:25]=[CH2:26])=[O:22].C(N(C(C)C)CC)(C)C.